This data is from Forward reaction prediction with 1.9M reactions from USPTO patents (1976-2016). The task is: Predict the product of the given reaction. Given the reactants [CH:1]([O:4][C:5]([N:7]1[CH2:12][CH2:11][CH:10]([CH:13]2[CH2:17][C:16]3[CH:18]=[C:19](B4OC(C)(C)C(C)(C)O4)[CH:20]=[CH:21][C:15]=3[O:14]2)[CH2:9][CH2:8]1)=[O:6])([CH3:3])[CH3:2].I[C:32]1[CH:33]=[CH:34][C:35]([NH:38][C:39](=[O:41])[CH3:40])=[N:36][CH:37]=1.C([O-])([O-])=O.[Na+].[Na+], predict the reaction product. The product is: [CH:1]([O:4][C:5]([N:7]1[CH2:12][CH2:11][CH:10]([CH:13]2[CH2:17][C:16]3[CH:18]=[C:19]([C:32]4[CH:37]=[N:36][C:35]([NH:38][C:39](=[O:41])[CH3:40])=[CH:34][CH:33]=4)[CH:20]=[CH:21][C:15]=3[O:14]2)[CH2:9][CH2:8]1)=[O:6])([CH3:2])[CH3:3].